This data is from Full USPTO retrosynthesis dataset with 1.9M reactions from patents (1976-2016). The task is: Predict the reactants needed to synthesize the given product. (1) Given the product [C:1]1(=[C:6]2[CH2:10][CH2:9][C:8](=[C:12]3[CH2:16][CH2:15][CH2:14][CH2:13]3)[C:7]2=[O:11])[CH2:2][CH2:3][CH2:4][CH2:5]1, predict the reactants needed to synthesize it. The reactants are: [C:1]1(=[C:6]2[CH2:10][CH2:9][CH2:8][C:7]2=[O:11])[CH2:5][CH2:4][CH2:3][CH2:2]1.[C:12]1(=O)[CH2:16][CH2:15][CH2:14][CH2:13]1.C[O-].[Na+]. (2) Given the product [C:12]1([CH2:24][NH:15][C@H:16]2[CH2:20][CH2:19][C@@H:18]([C:21]([OH:23])=[O:22])[CH2:17]2)[CH:11]=[CH:10][C:9]([C:1]2[CH:6]=[CH:5][CH:4]=[CH:3][CH:2]=2)=[CH:14][CH:13]=1, predict the reactants needed to synthesize it. The reactants are: [C:1]1([C:9]2[CH:14]=[CH:13][CH:12]=[CH:11][CH:10]=2)[C:2](C=O)=[CH:3][CH:4]=[CH:5][CH:6]=1.[NH2:15][C@H:16]1[CH2:20][CH2:19][C@@H:18]([C:21]([OH:23])=[O:22])[CH2:17]1.[C:24](O[BH-](OC(=O)C)OC(=O)C)(=O)C.[Na+]. (3) Given the product [F:13][C:12]([F:15])([F:14])[C:9]1[CH:10]=[CH:11][C:6]([C:4]2[CH:3]=[CH:16][NH:23][N:22]=2)=[CH:7][CH:8]=1, predict the reactants needed to synthesize it. The reactants are: [H-].[Na+].[CH3:3][C:4]([C:6]1[CH:11]=[CH:10][C:9]([C:12]([F:15])([F:14])[F:13])=[CH:8][CH:7]=1)=O.[CH:16](OCC)=O.O.[NH2:22][NH2:23].